This data is from Full USPTO retrosynthesis dataset with 1.9M reactions from patents (1976-2016). The task is: Predict the reactants needed to synthesize the given product. (1) Given the product [CH3:34][O:33][C:24]1[CH:25]=[C:26]([CH3:28])[CH:27]=[C:22]([CH3:21])[C:23]=1[C:2]1[N:7]2[N:8]=[C:9]([S:19][CH3:20])[C:10]([NH:11][C:12](=[O:18])[O:13][C:14]([CH3:17])([CH3:16])[CH3:15])=[C:6]2[CH:5]=[CH:4][CH:3]=1, predict the reactants needed to synthesize it. The reactants are: I[C:2]1[N:7]2[N:8]=[C:9]([S:19][CH3:20])[C:10]([NH:11][C:12](=[O:18])[O:13][C:14]([CH3:17])([CH3:16])[CH3:15])=[C:6]2[CH:5]=[CH:4][CH:3]=1.[CH3:21][C:22]1[CH:27]=[C:26]([CH3:28])[C:25](OB(O)O)=[C:24]([O:33][CH3:34])[CH:23]=1.O.O.O.O.O.O.O.O.[OH-].[Ba+2].[OH-].C(OCC)(=O)C. (2) Given the product [CH3:1][O:2][C:3](=[O:15])[C:4]1[CH:5]=[C:6]([CH2:7][OH:8])[CH:11]=[C:12]([F:14])[CH:13]=1, predict the reactants needed to synthesize it. The reactants are: [CH3:1][O:2][C:3](=[O:15])[C:4]1[CH:13]=[C:12]([F:14])[CH:11]=[C:6]([C:7](OC)=[O:8])[CH:5]=1.[H-].[Al+3].[Li+].[H-].[H-].[H-]. (3) The reactants are: [Cl:1][C:2]1[CH:3]=[C:4]([C:9]2([C:26]([F:29])([F:28])[F:27])[O:13][N:12]=[C:11]([C:14]3[S:18][C:17]([C:19](O)=[O:20])=[C:16]4[CH2:22][CH2:23][CH2:24][CH2:25][C:15]=34)[CH2:10]2)[CH:5]=[C:6]([Cl:8])[CH:7]=1.CN(C(ON1N=NC2C=CC=NC1=2)=[N+](C)C)C.F[P-](F)(F)(F)(F)F.CCN(C(C)C)C(C)C.Cl.[NH2:64][C@@H:65]1[CH2:69][CH2:68][NH:67][C:66]1=[O:70]. Given the product [Cl:8][C:6]1[CH:5]=[C:4]([C:9]2([C:26]([F:28])([F:29])[F:27])[O:13][N:12]=[C:11]([C:14]3[S:18][C:17]([C:19]([NH:64][C@@H:65]4[CH2:69][CH2:68][NH:67][C:66]4=[O:70])=[O:20])=[C:16]4[CH2:22][CH2:23][CH2:24][CH2:25][C:15]=34)[CH2:10]2)[CH:3]=[C:2]([Cl:1])[CH:7]=1, predict the reactants needed to synthesize it. (4) Given the product [Cl:16][C:15]1[CH:14]=[CH:13][C:8]([C:9]([O:11][CH3:12])=[O:10])=[CH:7][C:6]=1[C:20]#[N:21], predict the reactants needed to synthesize it. The reactants are: N([O-])=O.[Na+].N[C:6]1[CH:7]=[C:8]([CH:13]=[CH:14][C:15]=1[Cl:16])[C:9]([O:11][CH3:12])=[O:10].[OH-].[Na+].[Cu](C#N)[C:20]#[N:21]. (5) Given the product [NH2:1][C:2]1[N:7]=[C:6]([C:8]([OH:10])=[O:9])[CH:5]=[C:4]([C:13]2[CH:18]=[CH:17][CH:16]=[CH:15][CH:14]=2)[N:3]=1, predict the reactants needed to synthesize it. The reactants are: [NH2:1][C:2]1[N:7]=[C:6]([C:8]([O:10]C)=[O:9])[CH:5]=[C:4](Cl)[N:3]=1.[C:13]1(B(O)O)[CH:18]=[CH:17][CH:16]=[CH:15][CH:14]=1.C([O-])(O)=O.[Na+].